This data is from Catalyst prediction with 721,799 reactions and 888 catalyst types from USPTO. The task is: Predict which catalyst facilitates the given reaction. (1) Reactant: [CH3:1][N:2]1[C:6]([C:7]([C:9]2[C:18]3[C:13](=[CH:14][CH:15]=[CH:16][CH:17]=3)[CH:12]=[CH:11][CH:10]=2)=[O:8])=[CH:5][N:4]=[C:3]1[O:19][CH2:20][CH2:21][CH2:22][N:23]1[CH2:28][CH2:27][CH2:26][CH2:25][CH2:24]1. Product: [CH3:1][N:2]1[C:6]([CH:7]([C:9]2[C:18]3[C:13](=[CH:14][CH:15]=[CH:16][CH:17]=3)[CH:12]=[CH:11][CH:10]=2)[OH:8])=[CH:5][N:4]=[C:3]1[O:19][CH2:20][CH2:21][CH2:22][N:23]1[CH2:28][CH2:27][CH2:26][CH2:25][CH2:24]1. The catalyst class is: 704. (2) Reactant: ClC(Cl)(Cl)CO[C:5](=[O:19])[NH:6][C:7]1[N:8]([CH2:16][CH2:17][OH:18])[N:9]=[C:10]([C:12]([CH3:15])([CH3:14])[CH3:13])[CH:11]=1.[Cl:22][C:23]1[CH:28]=[CH:27][CH:26]=[CH:25][C:24]=1[C:29]1[N:33]2[CH:34]=[C:35]([O:38][C@H:39]3[C:48]4[C:43](=[CH:44][CH:45]=[CH:46][CH:47]=4)[C@@H:42]([NH2:49])[CH2:41][CH2:40]3)[CH:36]=[CH:37][C:32]2=[N:31][N:30]=1.CCN(C(C)C)C(C)C. Product: [C:12]([C:10]1[CH:11]=[C:7]([NH:6][C:5]([NH:49][C@@H:42]2[C:43]3[C:48](=[CH:47][CH:46]=[CH:45][CH:44]=3)[C@H:39]([O:38][C:35]3[CH:36]=[CH:37][C:32]4[N:33]([C:29]([C:24]5[CH:25]=[CH:26][CH:27]=[CH:28][C:23]=5[Cl:22])=[N:30][N:31]=4)[CH:34]=3)[CH2:40][CH2:41]2)=[O:19])[N:8]([CH2:16][CH2:17][OH:18])[N:9]=1)([CH3:13])([CH3:14])[CH3:15]. The catalyst class is: 12. (3) Reactant: Cl[C:2]1[N:7]=[CH:6][N:5]=[C:4]2[C:8]3[C:14]4[CH2:15][C:16]([CH3:19])([CH3:18])[CH2:17][C:13]=4[C:12]([N:20]([CH3:22])[CH3:21])=[N:11][C:9]=3[S:10][C:3]=12.[N:23]1([CH2:29][CH2:30][NH2:31])[CH2:28][CH2:27][O:26][CH2:25][CH2:24]1. Product: [CH3:21][N:20]([CH3:22])[C:12]1[C:13]2[CH2:17][C:16]([CH3:19])([CH3:18])[CH2:15][C:14]=2[C:8]2[C:4]3=[N:5][CH:6]=[N:7][C:2]([NH:31][CH2:30][CH2:29][N:23]4[CH2:28][CH2:27][O:26][CH2:25][CH2:24]4)=[C:3]3[S:10][C:9]=2[N:11]=1. The catalyst class is: 8.